Dataset: Reaction yield outcomes from USPTO patents with 853,638 reactions. Task: Predict the reaction yield, written as a fraction of the theoretical maximum amount of product (1.0 means a 100% yield; for example, 0.34 means a 34% yield). (1) No catalyst specified. The yield is 0.970. The reactants are [CH3:1][C:2]1[CH:6]=[CH:5][S:4][C:3]=1[C:7]([OH:9])=[O:8].S(=O)(=O)(O)O.[CH3:15]O. The product is [CH3:1][C:2]1[CH:6]=[CH:5][S:4][C:3]=1[C:7]([O:9][CH3:15])=[O:8]. (2) The reactants are [CH2:1]([N:6]1[C:14]2[C:9](=[CH:10][CH:11]=[CH:12][CH:13]=2)[C:8]2([C:25]3[C:17](=[CH:18][C:19]4[O:20][CH2:21][O:22][C:23]=4[CH:24]=3)[C:16](=[O:26])[CH2:15]2)[C:7]1=[O:27])[CH2:2][CH2:3][CH2:4][CH3:5].[N-:28]=[N+]=[N-].[Na+].FC(F)(F)C(O)=O. The catalyst is O. The product is [CH2:1]([N:6]1[C:14]2[C:9](=[CH:10][CH:11]=[CH:12][CH:13]=2)[C:8]2([C:25]3[CH:24]=[C:23]4[O:22][CH2:21][O:20][C:19]4=[CH:18][C:17]=3[C:16](=[O:26])[NH:28][CH2:15]2)[C:7]1=[O:27])[CH2:2][CH2:3][CH2:4][CH3:5]. The yield is 0.740.